Predict the reactants needed to synthesize the given product. From a dataset of Full USPTO retrosynthesis dataset with 1.9M reactions from patents (1976-2016). (1) Given the product [S:1]1[C:5]([C:6]2[NH:7][C:8]3[C:13]([CH:14]=2)=[CH:12][CH:11]=[CH:10][C:9]=3[NH:15][S:21]([C:17]2[S:16][CH:20]=[CH:19][CH:18]=2)(=[O:23])=[O:22])=[N:4][CH:3]=[N:2]1, predict the reactants needed to synthesize it. The reactants are: [S:1]1[C:5]([C:6]2[NH:7][C:8]3[C:13]([CH:14]=2)=[CH:12][CH:11]=[CH:10][C:9]=3[NH2:15])=[N:4][CH:3]=[N:2]1.[S:16]1[CH:20]=[CH:19][CH:18]=[C:17]1[S:21](Cl)(=[O:23])=[O:22]. (2) Given the product [C:1]([N:4]1[C:13]2[C:8](=[CH:9][C:10]([N:14]3[CH2:15][CH2:16][NH:17][CH2:18][CH2:19]3)=[CH:11][CH:12]=2)[C@H:7]([NH:27][C:28]2[CH:29]=[CH:30][C:31]([C:34]#[N:35])=[CH:32][CH:33]=2)[C@@H:6]([CH3:36])[C@@H:5]1[CH2:37][CH3:38])(=[O:3])[CH3:2], predict the reactants needed to synthesize it. The reactants are: [C:1]([N:4]1[C:13]2[C:8](=[CH:9][C:10]([N:14]3[CH2:19][CH2:18][N:17](C(OC(C)(C)C)=O)[CH2:16][CH2:15]3)=[CH:11][CH:12]=2)[C@H:7]([NH:27][C:28]2[CH:33]=[CH:32][C:31]([C:34]#[N:35])=[CH:30][CH:29]=2)[C@@H:6]([CH3:36])[C@@H:5]1[CH2:37][CH3:38])(=[O:3])[CH3:2].C(O)(C(F)(F)F)=O. (3) The reactants are: CO[C:3]1[CH:8]=[CH:7][C:6]([C@@H:9]([N:11]([CH2:22][C:23]2[N:24]=[C:25]3[CH:30]=[CH:29][CH:28]=[C:27]([N:31]4[CH2:36][CH2:35][N:34]([CH3:37])[CH2:33][CH2:32]4)[N:26]3[CH:38]=2)[C@@H:12]2[C:21]3[N:20]=[CH:19][CH:18]=[CH:17][C:16]=3[CH2:15][CH2:14][CH2:13]2)C)=[CH:5][CH:4]=1.C(=O)C1C=CC=CC=1. Given the product [CH3:37][N:34]1[CH2:35][CH2:36][N:31]([C:27]2[N:26]3[CH:38]=[C:23]([CH2:22][N:11]([CH2:9][C:6]4[CH:7]=[CH:8][CH:3]=[CH:4][CH:5]=4)[C@@H:12]4[C:21]5[N:20]=[CH:19][CH:18]=[CH:17][C:16]=5[CH2:15][CH2:14][CH2:13]4)[N:24]=[C:25]3[CH:30]=[CH:29][CH:28]=2)[CH2:32][CH2:33]1, predict the reactants needed to synthesize it.